From a dataset of Drug half-life prediction data from Obach et al.. Regression/Classification. Given a drug SMILES string, predict its absorption, distribution, metabolism, or excretion properties. Task type varies by dataset: regression for continuous measurements (e.g., permeability, clearance, half-life) or binary classification for categorical outcomes (e.g., BBB penetration, CYP inhibition). For this dataset (half_life_obach), we predict log10(half-life) (log10 of half-life in hours). The drug is COC(=O)C1=C(C)NC(C)=C(C(=O)OCCCN2CCC(c3ccccc3)(c3ccccc3)CC2)[C@@H]1c1cccc([N+](=O)[O-])c1. The log10(half-life) is 1.34.